This data is from Full USPTO retrosynthesis dataset with 1.9M reactions from patents (1976-2016). The task is: Predict the reactants needed to synthesize the given product. (1) Given the product [F:26][C:5]1[C:6]([NH:8][C@@H:9]([C:22]([CH3:25])([CH3:24])[CH3:23])/[CH:10]=[CH:11]/[P:12](=[O:21])([O:17][CH:18]([CH3:20])[CH3:19])[O:13][CH:14]([CH3:16])[CH3:15])=[N:7][C:2]([C:36]2[C:30]3[C:31](=[N:32][CH:33]=[C:28]([F:27])[CH:29]=3)[N:34]([S:46]([C:49]3[CH:54]=[CH:53][C:52]([CH3:55])=[CH:51][CH:50]=3)(=[O:47])=[O:48])[CH:35]=2)=[N:3][CH:4]=1, predict the reactants needed to synthesize it. The reactants are: Cl[C:2]1[N:7]=[C:6]([NH:8][C@@H:9]([C:22]([CH3:25])([CH3:24])[CH3:23])/[CH:10]=[CH:11]/[P:12](=[O:21])([O:17][CH:18]([CH3:20])[CH3:19])[O:13][CH:14]([CH3:16])[CH3:15])[C:5]([F:26])=[CH:4][N:3]=1.[F:27][C:28]1[CH:29]=[C:30]2[C:36](B3OC(C)(C)C(C)(C)O3)=[CH:35][N:34]([S:46]([C:49]3[CH:54]=[CH:53][C:52]([CH3:55])=[CH:51][CH:50]=3)(=[O:48])=[O:47])[C:31]2=[N:32][CH:33]=1.[O-]P([O-])([O-])=O.[K+].[K+].[K+].CC(C1C=C(C(C)C)C(C2C=CC=CC=2P(C2CCCCC2)C2CCCCC2)=C(C(C)C)C=1)C. (2) Given the product [ClH:27].[CH3:1][N:2]1[CH:6]=[C:5]([C:7]2[CH:12]=[CH:11][C:10]([C:13]3[C:22]4[C:17](=[CH:18][CH:19]=[C:29]([C:28]([OH:25])=[O:30])[CH:21]=4)[CH:16]=[N:15][CH:14]=3)=[CH:9][CH:8]=2)[CH:4]=[N:3]1, predict the reactants needed to synthesize it. The reactants are: [CH3:1][N:2]1[CH:6]=[C:5]([C:7]2[CH:12]=[CH:11][C:10]([C:13]3[C:22]4[C:17](=[CH:18][CH:19]=C(C#N)[CH:21]=4)[CH:16]=[N:15][CH:14]=3)=[CH:9][CH:8]=2)[CH:4]=[N:3]1.[OH-:25].[Na+].[ClH:27].[CH2:28]([OH:30])[CH3:29]. (3) Given the product [F:1][C:2]([F:12])([C:6]1[CH:11]=[CH:10][CH:9]=[CH:8][CH:7]=1)[CH2:3][CH2:4][O:5][C:14]1[CH:19]=[CH:18][C:17]([CH2:20][C:21]#[N:22])=[CH:16][CH:15]=1, predict the reactants needed to synthesize it. The reactants are: [F:1][C:2]([F:12])([C:6]1[CH:11]=[CH:10][CH:9]=[CH:8][CH:7]=1)[CH2:3][CH2:4][OH:5].O[C:14]1[CH:19]=[CH:18][C:17]([CH2:20][C:21]#[N:22])=[CH:16][CH:15]=1.C1(P(C2C=CC=CC=2)C2C=CC=CC=2)C=CC=CC=1.N(C(OCC)=O)=NC(OCC)=O. (4) Given the product [C:1]([O:5][C:6](=[O:38])[CH2:7][C@H:8]([NH:16][C:17]([C@@H:19]1[CH2:24][CH2:23][CH2:22][N:21]([C:25](=[O:37])[CH2:26][CH2:27][CH:28]2[CH2:29][CH2:30][N:31]([C:34]([O:36][C:1]([CH3:4])([CH3:3])[CH3:2])=[O:35])[CH2:32][CH2:33]2)[CH2:20]1)=[O:18])[C:9]1[CH:10]=[N:11][CH:12]=[C:13]([O:15][CH2:56][CH2:55][O:54][S:51]([C:48]2[CH:49]=[CH:50][C:45]([CH3:68])=[CH:46][CH:47]=2)(=[O:53])=[O:52])[CH:14]=1)([CH3:4])([CH3:2])[CH3:3], predict the reactants needed to synthesize it. The reactants are: [C:1]([O:5][C:6](=[O:38])[CH2:7][C@H:8]([NH:16][C:17]([C@@H:19]1[CH2:24][CH2:23][CH2:22][N:21]([C:25](=[O:37])[CH2:26][CH2:27][CH:28]2[CH2:33][CH2:32][N:31]([C:34]([O-:36])=[O:35])[CH2:30][CH2:29]2)[CH2:20]1)=[O:18])[C:9]1[CH:10]=[N:11][CH:12]=[C:13]([OH:15])[CH:14]=1)([CH3:4])([CH3:3])[CH3:2].C(=O)([O-])[O-].[Cs+].[Cs+].[C:45]1([CH3:68])[CH:50]=[CH:49][C:48]([S:51]([O:54][CH2:55][CH2:56]OS(C2C=CC(C)=CC=2)(=O)=O)(=[O:53])=[O:52])=[CH:47][CH:46]=1. (5) Given the product [ClH:23].[NH2:12][C:10]1[N:11]=[C:5]2[CH:4]=[C:3]([C:2]([F:22])([F:1])[F:21])[CH:8]=[CH:7][N:6]2[C:9]=1[CH3:20], predict the reactants needed to synthesize it. The reactants are: [F:1][C:2]([F:22])([F:21])[C:3]1[CH:8]=[CH:7][N:6]2[C:9]([CH3:20])=[C:10]([NH:12]C(=O)OC(C)(C)C)[N:11]=[C:5]2[CH:4]=1.[ClH:23]. (6) The reactants are: [F:1][C:2]1[CH:9]=[C:8]([C:10]2[CH:15]=[C:14]([O:16][CH2:17][C:18]3[CH:23]=[CH:22][CH:21]=[CH:20][N:19]=3)[N:13]=[C:12]3[CH2:24][CH2:25][CH2:26][C:11]=23)[CH:7]=[CH:6][C:3]=1[C:4]#[N:5].C([OH:31])(C)(C)C.[F-].[K+]. Given the product [F:1][C:2]1[CH:9]=[C:8]([C:10]2[CH:15]=[C:14]([O:16][CH2:17][C:18]3[CH:23]=[CH:22][CH:21]=[CH:20][N:19]=3)[N:13]=[C:12]3[CH2:24][CH2:25][CH2:26][C:11]=23)[CH:7]=[CH:6][C:3]=1[C:4]([NH2:5])=[O:31], predict the reactants needed to synthesize it.